Dataset: Full USPTO retrosynthesis dataset with 1.9M reactions from patents (1976-2016). Task: Predict the reactants needed to synthesize the given product. Given the product [CH2:1]([NH:3][CH:4]([CH3:9])[C:5]([O:7][CH3:8])=[O:6])[CH3:2], predict the reactants needed to synthesize it. The reactants are: [CH2:1]([N:3](S(C1C=CC=CC=1[N+]([O-])=O)(=O)=O)[CH:4]([CH3:9])[C:5]([O:7][CH3:8])=[O:6])[CH3:2].C1(S)C=CC=CC=1.C([O-])([O-])=O.[K+].[K+].